From a dataset of Catalyst prediction with 721,799 reactions and 888 catalyst types from USPTO. Predict which catalyst facilitates the given reaction. (1) Reactant: [Si:1]([O:8][C@H:9]([C:40]1[CH:45]=[CH:44][CH:43]=[CH:42][CH:41]=1)[C@H:10]1[CH2:14][CH2:13][C@@H:12]([CH2:15][C:16]2[CH:21]=[CH:20][C:19]([C:22](=[O:32])[NH:23][CH:24]([C:26]3[CH:31]=[CH:30][CH:29]=[CH:28][N:27]=3)[CH3:25])=[CH:18][CH:17]=2)[N:11]1[C:33]([O:35][C:36]([CH3:39])([CH3:38])[CH3:37])=[O:34])([C:4]([CH3:7])([CH3:6])[CH3:5])([CH3:3])[CH3:2].[H-].[Na+].[CH3:48]I. Product: [Si:1]([O:8][C@H:9]([C:40]1[CH:41]=[CH:42][CH:43]=[CH:44][CH:45]=1)[C@H:10]1[CH2:14][CH2:13][C@@H:12]([CH2:15][C:16]2[CH:21]=[CH:20][C:19]([C:22](=[O:32])[N:23]([CH3:48])[CH:24]([C:26]3[CH:31]=[CH:30][CH:29]=[CH:28][N:27]=3)[CH3:25])=[CH:18][CH:17]=2)[N:11]1[C:33]([O:35][C:36]([CH3:37])([CH3:38])[CH3:39])=[O:34])([C:4]([CH3:5])([CH3:6])[CH3:7])([CH3:2])[CH3:3]. The catalyst class is: 7. (2) The catalyst class is: 4. Product: [CH3:13][CH2:12][CH2:11][CH2:10][C:8]1[O:9][C:5]2[CH:4]=[CH:3][C:2]([NH:1][S:37]([CH3:36])(=[O:39])=[O:38])=[CH:35][C:6]=2[C:7]=1[C:14]([C:15]1[CH:20]=[CH:19][C:18]([O:21][CH2:22][CH2:23][CH2:24][N:25]([CH2:26][CH2:27][CH2:28][CH3:29])[CH2:30][CH2:31][CH2:32][CH3:33])=[CH:17][CH:16]=1)=[O:34].[ClH:40]. Reactant: [NH2:1][C:2]1[CH:3]=[CH:4][C:5]2[O:9][C:8]([CH2:10][CH2:11][CH2:12][CH3:13])=[C:7]([C:14](=[O:34])[C:15]3[CH:20]=[CH:19][C:18]([O:21][CH2:22][CH2:23][CH2:24][N:25]([CH2:30][CH2:31][CH2:32][CH3:33])[CH2:26][CH2:27][CH2:28][CH3:29])=[CH:17][CH:16]=3)[C:6]=2[CH:35]=1.[CH3:36][S:37]([Cl:40])(=[O:39])=[O:38]. (3) Reactant: COC1C=CC(SC[CH2:11][CH2:12][C:13]([OH:15])=[O:14])=CC=1.[CH3:16][O:17][C:18]1[CH:23]=[CH:22][C:21]([SH:24])=[CH:20][CH:19]=1.BrCCC(OCC)=O.[OH-].[K+]. Product: [CH3:16][O:17][C:18]1[CH:23]=[CH:22][C:21]([S:24][CH2:11][CH2:12][C:13]([OH:15])=[O:14])=[CH:20][CH:19]=1. The catalyst class is: 8. (4) Reactant: [CH3:1][C:2]1=[C:3]([CH2:22][C:23]([OH:25])=O)[C:4]2[CH:5]=[C:6]([F:21])[CH:7]=[CH:8][C:9]=2/[C:10]/1=[CH:11]\[C:12]1[CH:13]=[CH:14][C:15]([S+:18]([O-:20])[CH3:19])=[CH:16][CH:17]=1.[NH2:26][CH2:27][CH2:28][CH2:29][CH2:30][OH:31].CN(C(ON1N=NC2C=CC=CC1=2)=[N+](C)C)C.F[P-](F)(F)(F)(F)F.CCN(C(C)C)C(C)C. Product: [F:21][C:6]1[CH:5]=[C:4]2[C:9]([C:10](=[CH:11][C:12]3[CH:17]=[CH:16][C:15]([S:18]([CH3:19])=[O:20])=[CH:14][CH:13]=3)[C:2]([CH3:1])=[C:3]2[CH2:22][C:23]([NH:26][CH2:27][CH2:28][CH2:29][CH2:30][OH:31])=[O:25])=[CH:8][CH:7]=1. The catalyst class is: 39.